From a dataset of Cav3 T-type calcium channel HTS with 100,875 compounds. Binary Classification. Given a drug SMILES string, predict its activity (active/inactive) in a high-throughput screening assay against a specified biological target. The compound is S(c1n(c(nn1)C(F)(F)F)C)CC(=O)NC(=O)NC. The result is 0 (inactive).